Task: Regression/Classification. Given a drug SMILES string, predict its toxicity properties. Task type varies by dataset: regression for continuous values (e.g., LD50, hERG inhibition percentage) or binary classification for toxic/non-toxic outcomes (e.g., AMES mutagenicity, cardiotoxicity, hepatotoxicity). Dataset: ames.. Dataset: Ames mutagenicity test results for genotoxicity prediction The compound is CSCCC(=O)N1C(C(=O)O)CSC1c1ccccc1O. The result is 0 (non-mutagenic).